Dataset: Full USPTO retrosynthesis dataset with 1.9M reactions from patents (1976-2016). Task: Predict the reactants needed to synthesize the given product. (1) The reactants are: [C:1]([O:7][CH2:8][CH3:9])(=[O:6])[CH2:2][C:3]([CH3:5])=[O:4].B(F)(F)F.CCOCC.[S:19]1[CH:23]=[CH:22][C:21]([CH2:24][CH2:25]O)=[CH:20]1.C(OCC)C. Given the product [CH3:5][C:3]1([CH2:2][C:1]([O:7][CH2:8][CH3:9])=[O:6])[C:20]2[S:19][CH:23]=[CH:22][C:21]=2[CH2:24][CH2:25][O:4]1, predict the reactants needed to synthesize it. (2) Given the product [N:35]1([CH2:40][CH2:41][CH2:42][N:43]2[CH2:44][CH2:45][CH:46]([CH2:49][NH:50][C:6](=[O:8])[C:5]3[CH:9]=[C:10]([Cl:11])[C:2]([NH2:1])=[CH:3][C:4]=3[O:12][CH3:13])[CH2:47][CH2:48]2)[CH:39]=[CH:38][N:37]=[N:36]1, predict the reactants needed to synthesize it. The reactants are: [NH2:1][C:2]1[C:10]([Cl:11])=[CH:9][C:5]([C:6]([OH:8])=O)=[C:4]([O:12][CH3:13])[CH:3]=1.CN1CCOCC1.ClC(OCC(C)C)=O.C(O)(=O)C(O)=O.[N:35]1([CH2:40][CH2:41][CH2:42][N:43]2[CH2:48][CH2:47][CH:46]([CH2:49][NH2:50])[CH2:45][CH2:44]2)[CH:39]=[CH:38][N:37]=[N:36]1. (3) Given the product [CH3:23][C:22]1[CH:21]=[CH:20][N:19]=[CH:18][C:17]=1[C:8]#[C:7][C:1]1[CH:6]=[CH:5][CH:4]=[CH:3][CH:2]=1, predict the reactants needed to synthesize it. The reactants are: [C:1]1([C:7]#[CH:8])[CH:6]=[CH:5][CH:4]=[CH:3][CH:2]=1.CCN(CC)CC.Br[C:17]1[CH:18]=[N:19][CH:20]=[CH:21][C:22]=1[CH3:23]. (4) Given the product [F:1][C:2]1[CH:19]=[CH:18][C:5]([CH2:6][O:7][C:8]2[CH:17]=[CH:16][C:11]([C:12]([OH:14])=[O:13])=[CH:10][CH:9]=2)=[CH:4][CH:3]=1, predict the reactants needed to synthesize it. The reactants are: [F:1][C:2]1[CH:19]=[CH:18][C:5]([CH2:6][O:7][C:8]2[CH:17]=[CH:16][C:11]([C:12]([O:14]C)=[O:13])=[CH:10][CH:9]=2)=[CH:4][CH:3]=1.[OH-].[Na+]. (5) Given the product [Br:1][C:2]1[CH:10]=[CH:9][CH:8]=[CH:7][C:3]=1[C:4]([NH:17][C:18]1[CH:23]=[CH:22][CH:21]=[C:20]([NH:24][C:25](=[O:29])[CH2:26][CH2:27][CH3:28])[CH:19]=1)=[O:6], predict the reactants needed to synthesize it. The reactants are: [Br:1][C:2]1[CH:10]=[CH:9][CH:8]=[CH:7][C:3]=1[C:4]([OH:6])=O.C(Cl)(=O)C(Cl)=O.[NH2:17][C:18]1[CH:19]=[C:20]([NH:24][C:25](=[O:29])[CH2:26][CH2:27][CH3:28])[CH:21]=[CH:22][CH:23]=1.N1C=CC=CC=1. (6) Given the product [CH2:22]([O:13][C:8]1[C:7]([C:14]2[C:15]([O:20][CH3:21])=[N:16][CH:17]=[CH:18][CH:19]=2)=[CH:6][C:5]([C:1]([CH3:4])([CH3:2])[CH3:3])=[CH:12][C:9]=1[CH:10]=[O:11])[C:23]1[CH:28]=[CH:27][CH:26]=[CH:25][CH:24]=1, predict the reactants needed to synthesize it. The reactants are: [C:1]([C:5]1[CH:6]=[C:7]([C:14]2[C:15]([O:20][CH3:21])=[N:16][CH:17]=[CH:18][CH:19]=2)[C:8]([OH:13])=[C:9]([CH:12]=1)[CH:10]=[O:11])([CH3:4])([CH3:3])[CH3:2].[CH2:22](Br)[C:23]1[CH:28]=[CH:27][CH:26]=[CH:25][CH:24]=1.C([O-])([O-])=O.[K+].[K+].